Dataset: Forward reaction prediction with 1.9M reactions from USPTO patents (1976-2016). Task: Predict the product of the given reaction. (1) Given the reactants [CH2:1]([O:3][C:4]([C:6]1[N:7]=[C:8]([Br:23])[N:9]([CH:20]([CH3:22])[CH3:21])[C:10]=1[CH:11]([C:13]1[CH:18]=[CH:17][C:16]([Cl:19])=[CH:15][CH:14]=1)O)=[O:5])[CH3:2].[NH2:24][C:25]1[CH:26]=[N:27][CH:28]=[C:29]([Cl:31])[CH:30]=1, predict the reaction product. The product is: [CH2:1]([O:3][C:4]([C:6]1[N:7]=[C:8]([Br:23])[N:9]([CH:20]([CH3:22])[CH3:21])[C:10]=1[CH:11]([C:13]1[CH:18]=[CH:17][C:16]([Cl:19])=[CH:15][CH:14]=1)[NH:24][C:25]1[CH:26]=[N:27][CH:28]=[C:29]([Cl:31])[CH:30]=1)=[O:5])[CH3:2]. (2) Given the reactants [NH:1]1[CH2:6][CH2:5][NH:4][CH2:3][C:2]1=[O:7].[F:8][C:9]1[CH:10]=[C:11]2[C:16](=[CH:17][C:18]=1F)[N:15]([CH2:20][C:21]1[CH:26]=[CH:25][C:24]([C:27]([F:30])([F:29])[F:28])=[CH:23][CH:22]=1)[CH:14]=[C:13]([C:31]#[N:32])[C:12]2=[O:33], predict the reaction product. The product is: [F:8][C:9]1[CH:10]=[C:11]2[C:16](=[CH:17][C:18]=1[N:4]1[CH2:5][CH2:6][NH:1][C:2](=[O:7])[CH2:3]1)[N:15]([CH2:20][C:21]1[CH:22]=[CH:23][C:24]([C:27]([F:30])([F:28])[F:29])=[CH:25][CH:26]=1)[CH:14]=[C:13]([C:31]#[N:32])[C:12]2=[O:33]. (3) Given the reactants [CH3:1][C:2]1[NH:6][N:5]=[C:4]([C:7]([O:9][CH2:10][CH3:11])=[O:8])[N:3]=1.[Br:12][C:13]1[CH:18]=[CH:17][CH:16]=[C:15]([CH2:19]Br)[CH:14]=1.C([O-])([O-])=O.[K+].[K+], predict the reaction product. The product is: [Br:12][C:13]1[CH:14]=[C:15]([CH:16]=[CH:17][CH:18]=1)[CH2:19][N:6]1[C:2]([CH3:1])=[N:3][C:4]([C:7]([O:9][CH2:10][CH3:11])=[O:8])=[N:5]1. (4) Given the reactants [C:1]([OH:8])(=[O:7])/[CH:2]=[CH:3]/[CH2:4][CH2:5][CH3:6].C(=O)(O)[O-:10].[Na+].OOS([O-])=O.[K+].[Na+].[Na+].C(N(CC(O)=O)CC(O)=O)N(CC([O-])=O)CC([O-])=O.Cl, predict the reaction product. The product is: [CH2:4]([CH:3]1[O:10][CH:2]1[C:1]([OH:8])=[O:7])[CH2:5][CH3:6].